From a dataset of Full USPTO retrosynthesis dataset with 1.9M reactions from patents (1976-2016). Predict the reactants needed to synthesize the given product. (1) Given the product [CH3:40][C:41]1([CH3:55])[C:49]2[C:44](=[CH:45][C:46]([C:50]([NH:52][NH:53][C:6]([C:3]3([C:2]([F:10])([F:9])[F:1])[CH2:5][CH2:4]3)=[O:7])=[O:51])=[CH:47][CH:48]=2)[NH:43][C:42]1=[O:54], predict the reactants needed to synthesize it. The reactants are: [F:1][C:2]([F:10])([F:9])[C:3]1([C:6](O)=[O:7])[CH2:5][CH2:4]1.CN(C(ON1N=NC2C=CC=CC1=2)=[N+](C)C)C.[B-](F)(F)(F)F.CN1CCOCC1.[CH3:40][C:41]1([CH3:55])[C:49]2[C:44](=[CH:45][C:46]([C:50]([NH:52][NH2:53])=[O:51])=[CH:47][CH:48]=2)[NH:43][C:42]1=[O:54]. (2) Given the product [C:1]([O:5][C:6]([N:8]1[CH2:13][CH2:12][CH:11]([N:14]2[C:18]3[N:19]=[C:20]([O:25][CH3:26])[NH:21][C:22](=[O:23])[C:17]=3[CH:16]=[N:15]2)[CH2:10][CH2:9]1)=[O:7])([CH3:4])([CH3:3])[CH3:2], predict the reactants needed to synthesize it. The reactants are: [C:1]([O:5][C:6]([N:8]1[CH2:13][CH2:12][CH:11]([N:14]2[C:18]3=[N:19][C:20]([O:25][CH3:26])=[N:21][C:22]([O:23]C)=[C:17]3[CH:16]=[N:15]2)[CH2:10][CH2:9]1)=[O:7])([CH3:4])([CH3:3])[CH3:2].[OH-].[Na+].O1CCOCC1.Cl. (3) Given the product [C:1]([O-:20])(=[O:19])[CH2:2][CH2:3][CH2:4][CH2:5][CH2:6][CH2:7][CH2:8][CH2:9][CH2:10][CH2:11][CH2:12][CH2:13][CH2:14][CH2:15][CH:16]([CH3:17])[CH3:18].[Zn+2:22].[C:1]([O-:20])(=[O:19])[CH2:2][CH2:3][CH2:4][CH2:5][CH2:6][CH2:7][CH2:8][CH2:9][CH2:10][CH2:11][CH2:12][CH2:13][CH2:14][CH2:15][CH:16]([CH3:17])[CH3:18], predict the reactants needed to synthesize it. The reactants are: [C:1]([OH:20])(=[O:19])[CH2:2][CH2:3][CH2:4][CH2:5][CH2:6][CH2:7][CH2:8][CH2:9][CH2:10][CH2:11][CH2:12][CH2:13][CH2:14][CH2:15][CH:16]([CH3:18])[CH3:17].[O-2].[Zn+2:22]. (4) Given the product [C:2]([NH:3][C:12]([NH:11][C:6]1[CH:7]=[CH:8][CH:9]=[CH:10][C:5]=1[F:4])=[S:13])#[N:1], predict the reactants needed to synthesize it. The reactants are: [N:1]#[C:2][NH2:3].[F:4][C:5]1[CH:10]=[CH:9][CH:8]=[CH:7][C:6]=1[N:11]=[C:12]=[S:13]. (5) Given the product [O:1]1[C:5]2[CH:6]=[CH:7][C:8]([CH2:10][CH2:11][NH:12][C:13]([C:15]3[CH:35]=[CH:34][C:18]([O:19][C:20]4[CH:29]=[C:28]5[C:23]([CH:24]([C:30]([O-:32])=[O:31])[CH2:25][CH2:26][O:27]5)=[CH:22][C:21]=4[Cl:33])=[CH:17][CH:16]=3)=[O:14])=[CH:9][C:4]=2[O:3][CH2:2]1.[Na+:45], predict the reactants needed to synthesize it. The reactants are: [O:1]1[C:5]2[CH:6]=[CH:7][C:8]([CH2:10][CH2:11][NH:12][C:13]([C:15]3[CH:35]=[CH:34][C:18]([O:19][C:20]4[CH:29]=[C:28]5[C:23]([CH:24]([C:30]([OH:32])=[O:31])[CH2:25][CH2:26][O:27]5)=[CH:22][C:21]=4[Cl:33])=[CH:17][CH:16]=3)=[O:14])=[CH:9][C:4]=2[O:3][CH2:2]1.O1CCCC1CO.C[O-].[Na+:45]. (6) The reactants are: [C:1]([O:5][C:6]([NH:8][C:9]1([CH2:25][C:26]([O:28]CC)=[O:27])[CH2:14][CH2:13][N:12]([C:15]2[C:16]([N+:21]([O-:23])=[O:22])=[N:17][CH:18]=[CH:19][CH:20]=2)[CH2:11][CH:10]1[F:24])=[O:7])([CH3:4])([CH3:3])[CH3:2].[OH-].[Na+]. Given the product [C:1]([O:5][C:6]([NH:8][C:9]1([CH2:25][C:26]([OH:28])=[O:27])[CH2:14][CH2:13][N:12]([C:15]2[C:16]([N+:21]([O-:23])=[O:22])=[N:17][CH:18]=[CH:19][CH:20]=2)[CH2:11][CH:10]1[F:24])=[O:7])([CH3:4])([CH3:2])[CH3:3], predict the reactants needed to synthesize it. (7) Given the product [NH2:1][C@@H:2]([CH2:7][CH2:8][CH3:9])[CH2:3][C:4]([OH:6])=[O:5], predict the reactants needed to synthesize it. The reactants are: [NH2:1][C@@H:2]([CH2:7][CH2:8][CH2:9]CC)[CH2:3][C:4]([OH:6])=[O:5].C(OCC)(=O)C=CCCC.CC(OC(OC(OC(C)(C)C)=O)=O)(C)C.C(C([C@@H](N)CCC)C(O)=O)(OC(C)(C)C)=O.C(N[C@@H](CCCCC)CC(O)=O)(OC(C)(C)C)=O. (8) The reactants are: Br[CH2:2][C:3]1[N:8]=[C:7]([N:9]2[C:13](=[O:14])[C:12]3=[CH:15][CH:16]=[CH:17][CH:18]=[C:11]3[C:10]2=[O:19])[CH:6]=[CH:5][CH:4]=1.[C:20]1(=[O:30])[NH:24][C:23](=[O:25])[C:22]2=[CH:26][CH:27]=[CH:28][CH:29]=[C:21]12.[K]. Given the product [C:20]1(=[O:30])[N:24]([CH2:2][C:3]2[CH:4]=[CH:5][CH:6]=[C:7]([N:9]3[C:13](=[O:14])[C:12]4=[CH:15][CH:16]=[CH:17][CH:18]=[C:11]4[C:10]3=[O:19])[N:8]=2)[C:23](=[O:25])[C:22]2=[CH:26][CH:27]=[CH:28][CH:29]=[C:21]12, predict the reactants needed to synthesize it. (9) Given the product [Cl:1][C:2]1[CH:3]=[CH:4][C:5]([S:8]([N:11]2[CH:12]3[CH2:19][CH2:18][CH2:17][CH:16]2[C:15](=[CH:24][N:25]([CH3:26])[CH3:27])[C:14](=[O:20])[CH:13]3[CH3:21])(=[O:9])=[O:10])=[CH:6][CH:7]=1, predict the reactants needed to synthesize it. The reactants are: [Cl:1][C:2]1[CH:7]=[CH:6][C:5]([S:8]([N:11]2[CH:16]3[CH2:17][CH2:18][CH2:19][CH:12]2[CH:13]([CH3:21])[C:14](=[O:20])[CH2:15]3)(=[O:10])=[O:9])=[CH:4][CH:3]=1.CO[CH:24](OC)[N:25]([CH3:27])[CH3:26]. (10) Given the product [Cl:26][C:19]1[CH:20]=[C:21]([Cl:25])[CH:22]=[C:23]([Cl:24])[C:18]=1[S:15]([N:14]([CH2:13][O:12][CH2:11][CH2:10][CH2:9][OH:8])[CH3:27])(=[O:16])=[O:17], predict the reactants needed to synthesize it. The reactants are: C([O:8][CH2:9][CH2:10][CH2:11][O:12][CH2:13][N:14]([CH3:27])[S:15]([C:18]1[C:23]([Cl:24])=[CH:22][C:21]([Cl:25])=[CH:20][C:19]=1[Cl:26])(=[O:17])=[O:16])C1C=CC=CC=1.